Dataset: Catalyst prediction with 721,799 reactions and 888 catalyst types from USPTO. Task: Predict which catalyst facilitates the given reaction. (1) Reactant: [N:1]1([C:6]2[N:11]=[C:10]([CH3:12])[CH:9]=[C:8]([CH:13]3[CH2:17][CH2:16][CH2:15][NH:14]3)[N:7]=2)[CH:5]=[CH:4][N:3]=[CH:2]1.Cl.[O:19]1[C:23]2[CH:24]=[CH:25][C:26]([CH2:28][N:29]([CH2:31][CH2:32]Cl)C)=[CH:27][C:22]=2[O:21][CH2:20]1.C(N(C(C)C)CC)(C)C.[I-].[K+].P([O-])([O-])([O-])=O.[K+].[K+].[K+]. Product: [O:19]1[C:23]2[CH:24]=[CH:25][C:26]([CH2:28][NH:29][CH2:31][CH2:32][N:14]3[CH2:15][CH2:16][CH2:17][CH:13]3[C:8]3[CH:9]=[C:10]([CH3:12])[N:11]=[C:6]([N:1]4[CH:5]=[CH:4][N:3]=[CH:2]4)[N:7]=3)=[CH:27][C:22]=2[O:21][CH2:20]1. The catalyst class is: 3. (2) Reactant: [Br:1][C:2]1[CH:7]=[C:6]([NH:8][C:9](=[O:15])[C:10](=[O:14])[CH:11]([CH3:13])[CH3:12])[CH:5]=[C:4]([O:16][CH3:17])[N:3]=1.[CH2:18](Br)[CH2:19][CH3:20].[Mg].[Mg+2].[Br-].[Mg+2].[Br-].[Br-].[Br-].[Cl-].[NH4+]. Product: [Br:1][C:2]1[CH:7]=[C:6]([NH:8][C:9](=[O:15])[C:10]([OH:14])([CH:11]([CH3:13])[CH3:12])[CH2:18][CH2:19][CH3:20])[CH:5]=[C:4]([O:16][CH3:17])[N:3]=1. The catalyst class is: 7. (3) Reactant: [CH2:1]([O:3][C:4]([C:6]1([S:20]([C:23]2[CH:28]=[CH:27][C:26]([O:29][CH3:30])=[CH:25][CH:24]=2)(=[O:22])=[O:21])[CH2:11][CH2:10][N:9]([CH2:12][C:13]2[CH:18]=[CH:17][C:16](Br)=[CH:15][CH:14]=2)[CH2:8][CH2:7]1)=[O:5])[CH3:2].C([Sn](CCCC)(CCCC)[C:36]1[S:37][CH:38]=[CH:39][CH:40]=1)CCC.[CH3:49][O:50][C:51]1[CH:56]=[CH:55][C:54]([S:57]([C:60]2([C:78]([OH:80])=[O:79])[CH2:65][CH2:64][N:63]([CH2:66][C:67]3[CH:72]=[CH:71][C:70]([C:73]4[S:74][CH:75]=[CH:76][CH:77]=4)=[CH:69][CH:68]=3)[CH2:62][CH2:61]2)(=[O:59])=[O:58])=[CH:53][CH:52]=1.Cl. The catalyst class is: 702. Product: [CH2:1]([O:3][C:4]([C:6]1([S:20]([C:23]2[CH:28]=[CH:27][C:26]([O:29][CH3:30])=[CH:25][CH:24]=2)(=[O:22])=[O:21])[CH2:11][CH2:10][N:9]([CH2:12][C:13]2[CH:18]=[CH:17][C:16]([C:36]3[S:37][CH:38]=[CH:39][CH:40]=3)=[CH:15][CH:14]=2)[CH2:8][CH2:7]1)=[O:5])[CH3:2].[CH3:49][O:50][C:51]1[CH:52]=[CH:53][C:54]([S:57]([C:60]2([C:78]([OH:80])=[O:79])[CH2:65][CH2:64][N:63]([CH2:66][C:67]3[CH:72]=[CH:71][C:70]([C:73]4[S:74][CH:75]=[CH:76][CH:77]=4)=[CH:69][CH:68]=3)[CH2:62][CH2:61]2)(=[O:59])=[O:58])=[CH:55][CH:56]=1. (4) Reactant: Cl[C:2]1[C:3]2[CH:10]=[C:9]([C:11]([NH2:13])=[O:12])[S:8][C:4]=2[N:5]=[CH:6][N:7]=1.[F:14][C:15]([F:35])([F:34])[C:16]1[CH:17]=[C:18]([CH:31]=[CH:32][CH:33]=1)[C:19]([NH:21][C:22]1[CH:23]=[C:24](B(O)O)[CH:25]=[CH:26][CH:27]=1)=[O:20].C(=O)(O)[O-].[Na+]. Product: [F:14][C:15]([F:34])([F:35])[C:16]1[CH:17]=[C:18]([CH:31]=[CH:32][CH:33]=1)[C:19]([NH:21][C:22]1[CH:27]=[C:26]([C:2]2[C:3]3[CH:10]=[C:9]([C:11]([NH2:13])=[O:12])[S:8][C:4]=3[N:5]=[CH:6][N:7]=2)[CH:25]=[CH:24][CH:23]=1)=[O:20]. The catalyst class is: 837.